Dataset: Full USPTO retrosynthesis dataset with 1.9M reactions from patents (1976-2016). Task: Predict the reactants needed to synthesize the given product. Given the product [C:25]([O:29][C:30]([NH:32][C@@H:33]([C:35]1[C:36]([F:64])=[C:37]([C:2]2[CH:23]=[C:22]([Cl:24])[CH:21]=[C:4]([CH2:5][O:6][C:7]3[CH:12]=[CH:11][CH:10]=[CH:9][C:8]=3[CH2:13][C:14]([O:16][C:17]([CH3:20])([CH3:19])[CH3:18])=[O:15])[CH:3]=2)[CH:38]=[CH:39][CH:40]=1)[CH3:34])=[O:31])([CH3:26])([CH3:27])[CH3:28], predict the reactants needed to synthesize it. The reactants are: Br[C:2]1[CH:3]=[C:4]([CH:21]=[C:22]([Cl:24])[CH:23]=1)[CH2:5][O:6][C:7]1[CH:12]=[CH:11][CH:10]=[CH:9][C:8]=1[CH2:13][C:14]([O:16][C:17]([CH3:20])([CH3:19])[CH3:18])=[O:15].[C:25]([O:29][C:30]([NH:32][C@@H:33]([C:35]1[C:36]([F:64])=[C:37](C2C=C(O)C=C(COC3C=CC=CC=3CC(OC(C)(C)C)=O)C=2)[CH:38]=[CH:39][CH:40]=1)[CH3:34])=[O:31])([CH3:28])([CH3:27])[CH3:26].